This data is from NCI-60 drug combinations with 297,098 pairs across 59 cell lines. The task is: Regression. Given two drug SMILES strings and cell line genomic features, predict the synergy score measuring deviation from expected non-interaction effect. (1) Drug 1: CN1CCC(CC1)COC2=C(C=C3C(=C2)N=CN=C3NC4=C(C=C(C=C4)Br)F)OC. Drug 2: CC1CCCC2(C(O2)CC(NC(=O)CC(C(C(=O)C(C1O)C)(C)C)O)C(=CC3=CSC(=N3)C)C)C. Cell line: MALME-3M. Synergy scores: CSS=0.941, Synergy_ZIP=-0.689, Synergy_Bliss=0.112, Synergy_Loewe=-4.78, Synergy_HSA=-2.65. (2) Drug 1: C1=CC(=CC=C1C#N)C(C2=CC=C(C=C2)C#N)N3C=NC=N3. Drug 2: CC1C(C(CC(O1)OC2CC(CC3=C2C(=C4C(=C3O)C(=O)C5=C(C4=O)C(=CC=C5)OC)O)(C(=O)CO)O)N)O.Cl. Cell line: OVCAR-5. Synergy scores: CSS=23.8, Synergy_ZIP=-2.45, Synergy_Bliss=-0.0320, Synergy_Loewe=-1.20, Synergy_HSA=1.16. (3) Drug 1: CC1=C2C(C(=O)C3(C(CC4C(C3C(C(C2(C)C)(CC1OC(=O)C(C(C5=CC=CC=C5)NC(=O)OC(C)(C)C)O)O)OC(=O)C6=CC=CC=C6)(CO4)OC(=O)C)OC)C)OC. Drug 2: CC(CN1CC(=O)NC(=O)C1)N2CC(=O)NC(=O)C2. Cell line: NCI-H460. Synergy scores: CSS=75.0, Synergy_ZIP=11.0, Synergy_Bliss=10.7, Synergy_Loewe=13.1, Synergy_HSA=15.9. (4) Drug 1: CC1=C2C(C(=O)C3(C(CC4C(C3C(C(C2(C)C)(CC1OC(=O)C(C(C5=CC=CC=C5)NC(=O)C6=CC=CC=C6)O)O)OC(=O)C7=CC=CC=C7)(CO4)OC(=O)C)O)C)OC(=O)C. Drug 2: B(C(CC(C)C)NC(=O)C(CC1=CC=CC=C1)NC(=O)C2=NC=CN=C2)(O)O. Cell line: MDA-MB-231. Synergy scores: CSS=64.5, Synergy_ZIP=-2.51, Synergy_Bliss=-3.27, Synergy_Loewe=-2.45, Synergy_HSA=0.623. (5) Drug 1: CC12CCC3C(C1CCC2=O)CC(=C)C4=CC(=O)C=CC34C. Drug 2: CC(C)NC(=O)C1=CC=C(C=C1)CNNC.Cl. Cell line: SNB-75. Synergy scores: CSS=19.9, Synergy_ZIP=-2.13, Synergy_Bliss=1.47, Synergy_Loewe=0.897, Synergy_HSA=0.182. (6) Drug 1: CNC(=O)C1=CC=CC=C1SC2=CC3=C(C=C2)C(=NN3)C=CC4=CC=CC=N4. Drug 2: CCC(=C(C1=CC=CC=C1)C2=CC=C(C=C2)OCCN(C)C)C3=CC=CC=C3.C(C(=O)O)C(CC(=O)O)(C(=O)O)O. Cell line: NCIH23. Synergy scores: CSS=-1.47, Synergy_ZIP=0.369, Synergy_Bliss=-1.24, Synergy_Loewe=-2.55, Synergy_HSA=-2.70.